From a dataset of Catalyst prediction with 721,799 reactions and 888 catalyst types from USPTO. Predict which catalyst facilitates the given reaction. (1) Reactant: [NH2:1][C:2]([C:4]1[CH:29]=[CH:28][C:7]([O:8][CH2:9][CH2:10][CH2:11][O:12][C:13]2[CH:14]=[C:15]3[C:19](=[CH:20][CH:21]=2)[C@H:18]([CH2:22][C:23]([O:25][CH2:26][CH3:27])=[O:24])[CH2:17][CH2:16]3)=[C:6]([O:30][CH3:31])[CH:5]=1)=[S:3].[CH2:32](OC(OCC)CBr)[CH3:33]. Product: [CH2:26]([O:25][C:23](=[O:24])[CH2:22][C@H:18]1[C:19]2[C:15](=[CH:14][C:13]([O:12][CH2:11][CH2:10][CH2:9][O:8][C:7]3[CH:28]=[CH:29][C:4]([C:2]4[S:3][CH:32]=[CH:33][N:1]=4)=[CH:5][C:6]=3[O:30][CH3:31])=[CH:21][CH:20]=2)[CH2:16][CH2:17]1)[CH3:27]. The catalyst class is: 88. (2) Reactant: [C:1]([N:4]1[CH2:9][CH2:8][C:7]2[NH:10][N:11]=[C:12]([NH:13][C:14]3[CH:15]=[C:16]([CH:21]=[CH:22][CH:23]=3)[C:17]([O:19][CH3:20])=[O:18])[C:6]=2[CH2:5]1)(=[O:3])[CH3:2].C([O-])([O-])=O.[Cs+].[Cs+].Br[CH2:31][CH:32]1[CH2:34][CH2:33]1. Product: [C:1]([N:4]1[CH2:9][CH2:8][C:7]2[N:10]([CH2:31][CH:32]3[CH2:34][CH2:33]3)[N:11]=[C:12]([NH:13][C:14]3[CH:15]=[C:16]([CH:21]=[CH:22][CH:23]=3)[C:17]([O:19][CH3:20])=[O:18])[C:6]=2[CH2:5]1)(=[O:3])[CH3:2]. The catalyst class is: 3. (3) Reactant: [Cl:1][C:2]1[C:3]([CH:49]2[CH2:51][CH2:50]2)=[N:4][N:5]([CH3:48])[C:6]=1[N:7]1[CH2:47][CH2:46][C:10]2[N:11]=[C:12]([C:25]3[C:33]([CH3:34])=[CH:32][CH:31]=[C:30]4[C:26]=3[C:27]([CH3:45])=[N:28][N:29]4S(C3C=CC(C)=CC=3)(=O)=O)[N:13]=[C:14]([N:15]3[CH2:20][CH2:19][C@@H:18]([O:21][CH3:22])[C:17]([CH3:24])([CH3:23])[CH2:16]3)[C:9]=2[CH2:8]1.C([O-])([O-])=O.[K+].[K+]. Product: [Cl:1][C:2]1[C:3]([CH:49]2[CH2:50][CH2:51]2)=[N:4][N:5]([CH3:48])[C:6]=1[N:7]1[CH2:47][CH2:46][C:10]2[N:11]=[C:12]([C:25]3[C:33]([CH3:34])=[CH:32][CH:31]=[C:30]4[C:26]=3[C:27]([CH3:45])=[N:28][NH:29]4)[N:13]=[C:14]([N:15]3[CH2:20][CH2:19][C@@H:18]([O:21][CH3:22])[C:17]([CH3:24])([CH3:23])[CH2:16]3)[C:9]=2[CH2:8]1. The catalyst class is: 191. (4) Reactant: [CH3:1][N:2]([CH2:4][C:5]1[CH:10]=[CH:9][C:8]([C:11]2[NH:12][C:13]3[C:18]([N:19]=2)=[C:17]([C:20]2[CH:21]=[CH:22][C:23]([O:28][CH:29]4[CH2:34][CH2:33][NH:32][CH2:31][CH2:30]4)=[C:24]([CH:27]=2)[C:25]#[N:26])[N:16]=[CH:15][N:14]=3)=[CH:7][CH:6]=1)[CH3:3].[F:35][CH:36]([F:40])[C:37](O)=[O:38].CCN(C(C)C)C(C)C.CN(C(ON1N=NC2C=CC=NC1=2)=[N+](C)C)C.F[P-](F)(F)(F)(F)F. Product: [F:35][CH:36]([F:40])[C:37]([N:32]1[CH2:31][CH2:30][CH:29]([O:28][C:23]2[CH:22]=[CH:21][C:20]([C:17]3[N:16]=[CH:15][N:14]=[C:13]4[C:18]=3[N:19]=[C:11]([C:8]3[CH:7]=[CH:6][C:5]([CH2:4][N:2]([CH3:1])[CH3:3])=[CH:10][CH:9]=3)[NH:12]4)=[CH:27][C:24]=2[C:25]#[N:26])[CH2:34][CH2:33]1)=[O:38]. The catalyst class is: 3. (5) The catalyst class is: 5. Product: [CH3:1][O:2][C:3](=[O:46])[C:4]([C:9]1[CH:10]=[C:11]([C:35]2[CH:40]=[C:39]([F:41])[CH:38]=[CH:37][C:36]=2[OH:42])[C:12]([O:27][CH2:28][C:29]2[CH:34]=[CH:33][CH:32]=[CH:31][CH:30]=2)=[C:13]([C:15]2[NH:19][C:18]3[CH:20]=[CH:21][C:22]([C:24](=[NH:25])[NH2:26])=[CH:23][C:17]=3[N:16]=2)[CH:14]=1)([CH2:7][OH:8])[CH2:5][OH:6]. Reactant: [CH3:1][O:2][C:3](=[O:46])[C:4]([C:9]1[CH:10]=[C:11]([C:35]2[CH:40]=[C:39]([F:41])[CH:38]=[CH:37][C:36]=2[O:42]COC)[C:12]([O:27][CH2:28][C:29]2[CH:34]=[CH:33][CH:32]=[CH:31][CH:30]=2)=[C:13]([C:15]2[NH:19][C:18]3[CH:20]=[CH:21][C:22]([C:24](=[NH:26])[NH2:25])=[CH:23][C:17]=3[N:16]=2)[CH:14]=1)([CH2:7][OH:8])[CH2:5][OH:6].Cl. (6) Reactant: [Br:1][C:2]1[CH:11]=[CH:10][C:9]([N+:12]([O-:14])=[O:13])=[C:8]2[C:3]=1[CH:4]=[CH:5][N:6]=[CH:7]2.[I:15][CH3:16]. Product: [I-:15].[Br:1][C:2]1[CH:11]=[CH:10][C:9]([N+:12]([O-:14])=[O:13])=[C:8]2[C:3]=1[CH:4]=[CH:5][N+:6]([CH3:16])=[CH:7]2. The catalyst class is: 3.